From a dataset of NCI-60 drug combinations with 297,098 pairs across 59 cell lines. Regression. Given two drug SMILES strings and cell line genomic features, predict the synergy score measuring deviation from expected non-interaction effect. (1) Drug 1: CC1=C(C=C(C=C1)NC2=NC=CC(=N2)N(C)C3=CC4=NN(C(=C4C=C3)C)C)S(=O)(=O)N.Cl. Drug 2: C1CCC(C(C1)N)N.C(=O)(C(=O)[O-])[O-].[Pt+4]. Cell line: EKVX. Synergy scores: CSS=1.94, Synergy_ZIP=-1.83, Synergy_Bliss=-1.13, Synergy_Loewe=-2.28, Synergy_HSA=-1.72. (2) Drug 1: CN1C(=O)N2C=NC(=C2N=N1)C(=O)N. Drug 2: C1C(C(OC1N2C=NC(=NC2=O)N)CO)O. Cell line: NCI-H226. Synergy scores: CSS=0.896, Synergy_ZIP=0.0597, Synergy_Bliss=-0.889, Synergy_Loewe=-2.39, Synergy_HSA=-1.73. (3) Drug 1: C1=C(C(=O)NC(=O)N1)F. Drug 2: C1C(C(OC1N2C=C(C(=O)NC2=O)F)CO)O. Cell line: 786-0. Synergy scores: CSS=22.6, Synergy_ZIP=-12.6, Synergy_Bliss=-12.4, Synergy_Loewe=-4.84, Synergy_HSA=-4.23. (4) Drug 1: C1CCC(CC1)NC(=O)N(CCCl)N=O. Drug 2: CC1=CC=C(C=C1)C2=CC(=NN2C3=CC=C(C=C3)S(=O)(=O)N)C(F)(F)F. Cell line: NCI-H460. Synergy scores: CSS=15.9, Synergy_ZIP=4.43, Synergy_Bliss=11.8, Synergy_Loewe=7.43, Synergy_HSA=9.90. (5) Drug 1: CN1CCC(CC1)COC2=C(C=C3C(=C2)N=CN=C3NC4=C(C=C(C=C4)Br)F)OC. Drug 2: CC1C(C(CC(O1)OC2CC(CC3=C2C(=C4C(=C3O)C(=O)C5=C(C4=O)C(=CC=C5)OC)O)(C(=O)CO)O)N)O.Cl. Cell line: COLO 205. Synergy scores: CSS=52.9, Synergy_ZIP=2.09, Synergy_Bliss=5.56, Synergy_Loewe=-19.2, Synergy_HSA=0.737. (6) Drug 1: CCN(CC)CCNC(=O)C1=C(NC(=C1C)C=C2C3=C(C=CC(=C3)F)NC2=O)C. Drug 2: CC12CCC3C(C1CCC2OP(=O)(O)O)CCC4=C3C=CC(=C4)OC(=O)N(CCCl)CCCl.[Na+]. Cell line: HT29. Synergy scores: CSS=5.47, Synergy_ZIP=-4.16, Synergy_Bliss=-7.14, Synergy_Loewe=-1.55, Synergy_HSA=-6.36.